Dataset: Catalyst prediction with 721,799 reactions and 888 catalyst types from USPTO. Task: Predict which catalyst facilitates the given reaction. (1) Reactant: [CH3:1][N:2]([CH2:10][CH2:11][N:12]1[CH:21]=[CH:20][C:19]2[C:14](=[CH:15][CH:16]=[C:17]([CH3:25])[C:18]=2[N+:22]([O-])=O)[C:13]1=[O:26])[C:3](=[O:9])[O:4][C:5]([CH3:8])([CH3:7])[CH3:6].C(O)C.[Cl-].[NH4+].O. Product: [NH2:22][C:18]1[C:17]([CH3:25])=[CH:16][CH:15]=[C:14]2[C:19]=1[CH:20]=[CH:21][N:12]([CH2:11][CH2:10][N:2]([CH3:1])[C:3](=[O:9])[O:4][C:5]([CH3:6])([CH3:8])[CH3:7])[C:13]2=[O:26]. The catalyst class is: 292. (2) Reactant: C(N(CC)CC)C.[CH:8]1([NH2:12])[CH2:11][CH2:10][CH2:9]1.[N+:13]([C:16]1[CH:21]=[CH:20][C:19]([S:22](Cl)(=[O:24])=[O:23])=[CH:18][CH:17]=1)([O-:15])=[O:14]. Product: [CH:8]1([NH:12][S:22]([C:19]2[CH:18]=[CH:17][C:16]([N+:13]([O-:15])=[O:14])=[CH:21][CH:20]=2)(=[O:23])=[O:24])[CH2:11][CH2:10][CH2:9]1. The catalyst class is: 2. (3) Reactant: [F:1][C:2]1[CH:7]=[C:6]([NH2:8])[CH:5]=[CH:4][C:3]=1[NH:9][CH2:10][CH2:11][N:12]1[CH2:17][CH2:16][O:15][CH2:14][CH2:13]1.C[Al](C)C.C[O:23][C:24](=O)/[CH:25]=[C:26](\[NH:28][C:29](=O)[CH2:30][O:31][C:32]1[CH:37]=[CH:36][CH:35]=[C:34]([F:38])[CH:33]=1)/[CH3:27].O. Product: [F:1][C:2]1[CH:7]=[C:6]([N:8]2[C:24](=[O:23])[CH:25]=[C:26]([CH3:27])[N:28]=[C:29]2[CH2:30][O:31][C:32]2[CH:37]=[CH:36][CH:35]=[C:34]([F:38])[CH:33]=2)[CH:5]=[CH:4][C:3]=1[NH:9][CH2:10][CH2:11][N:12]1[CH2:17][CH2:16][O:15][CH2:14][CH2:13]1. The catalyst class is: 2. (4) Reactant: [CH3:1][O:2][C:3](=[O:33])[CH:4]([O:31][CH3:32])[CH:5](O)[C:6]1[C:11]2[S:12][CH:13]=[CH:14][C:10]=2[C:9]([O:15][CH2:16][CH2:17][C:18]2[N:19]=[C:20]([C:24]3[CH:29]=[CH:28][CH:27]=[CH:26][CH:25]=3)[O:21][C:22]=2[CH3:23])=[CH:8][CH:7]=1.CCC(CCCCC(NC(C(NC(C(NC(C(NC1C(=O)NC(CCN)C(=O)NC(CC2C=CC=CC=2)C(=O)NC(CC(C)C)C(=O)NC(CCN)C(=O)NC(CCN)C(=O)NC(C(O)C)C(=O)NCC1)=O)CCN)=O)C(O)C)=O)CCN)=O)C.OS(O)(=O)=O. Product: [CH3:1][O:2][C:3](=[O:33])/[C:4](/[O:31][CH3:32])=[CH:5]/[C:6]1[C:11]2[S:12][CH:13]=[CH:14][C:10]=2[C:9]([O:15][CH2:16][CH2:17][C:18]2[N:19]=[C:20]([C:24]3[CH:25]=[CH:26][CH:27]=[CH:28][CH:29]=3)[O:21][C:22]=2[CH3:23])=[CH:8][CH:7]=1. The catalyst class is: 3. (5) Reactant: CON(C)[C:4]([C:6]1[CH:14]=[C:9]2[CH:10]=[CH:11][CH:12]=[CH:13][N:8]2[N:7]=1)=[O:5].CC(C)=O.[H-].[Al+3].[Li+].[H-].[H-].[H-].[C@H](O)(C([O-])=O)[C@@H](O)C([O-])=O.[Na+].[K+]. Product: [N:7]1[N:8]2[CH:13]=[CH:12][CH:11]=[CH:10][C:9]2=[CH:14][C:6]=1[CH:4]=[O:5]. The catalyst class is: 1. (6) Reactant: [F:1][C:2]1[CH:10]=[C:9]2[C:5]([C:6]([C:12]3[N:13]=[C:14]4[C:20]([C:21](O)=[O:22])=[CH:19][NH:18][C:15]4=[N:16][CH:17]=3)=[N:7][N:8]2[CH3:11])=[CH:4][CH:3]=1.CN(C(ON1N=NC2C=CC=NC1=2)=[N+](C)C)C.F[P-](F)(F)(F)(F)F.CCN(C(C)C)C(C)C.[CH3:57][C:58]([NH2:62])([CH2:60][CH3:61])[CH3:59]. Product: [F:1][C:2]1[CH:10]=[C:9]2[C:5]([C:6]([C:12]3[N:13]=[C:14]4[C:20]([C:21]([NH:62][C:58]([CH2:60][CH3:61])([CH3:59])[CH3:57])=[O:22])=[CH:19][NH:18][C:15]4=[N:16][CH:17]=3)=[N:7][N:8]2[CH3:11])=[CH:4][CH:3]=1. The catalyst class is: 3. (7) Reactant: [F:1][CH:2]([F:20])[O:3][C:4]1[CH:5]=[C:6]([O:18][CH3:19])[C:7]2[N:12]=[N:11][C:10]3=[C:13]([CH3:16])[N:14]=[CH:15][N:9]3[C:8]=2[CH:17]=1.[Br:21]N1C(=O)CCC1=O. Product: [Br:21][C:15]1[N:9]2[C:10]([N:11]=[N:12][C:7]3[C:6]([O:18][CH3:19])=[CH:5][C:4]([O:3][CH:2]([F:1])[F:20])=[CH:17][C:8]=32)=[C:13]([CH3:16])[N:14]=1. The catalyst class is: 10.